Task: Predict the reactants needed to synthesize the given product.. Dataset: Retrosynthesis with 50K atom-mapped reactions and 10 reaction types from USPTO (1) Given the product CC(C)(C)C(=O)C(Br)C#N, predict the reactants needed to synthesize it. The reactants are: CC(C)(C)C(=O)CC#N.O=C1CCC(=O)N1Br. (2) Given the product COC(=O)c1ccc(C=O)c(N)c1, predict the reactants needed to synthesize it. The reactants are: COC(=O)c1ccc(CO)c(N)c1.